The task is: Predict which catalyst facilitates the given reaction.. This data is from Catalyst prediction with 721,799 reactions and 888 catalyst types from USPTO. Reactant: [Li]CCCC.CCCCCC.[C:12]([Si:16]([O:19][CH:20]([C:31]1[CH:36]=[CH:35][CH:34]=[C:33]([Cl:37])[CH:32]=1)[C:21]1[CH:25]=[C:24]([CH:26]2[O:30][CH2:29][CH2:28][O:27]2)[S:23][CH:22]=1)([CH3:18])[CH3:17])([CH3:15])([CH3:14])[CH3:13].CN([CH:41]=[O:42])C. Product: [Si:16]([O:19][CH:20]([C:31]1[CH:36]=[CH:35][CH:34]=[C:33]([Cl:37])[CH:32]=1)[C:21]1[CH:25]=[C:24]([CH:26]2[O:30][CH2:29][CH2:28][O:27]2)[S:23][C:22]=1[CH:41]=[O:42])([C:12]([CH3:15])([CH3:13])[CH3:14])([CH3:18])[CH3:17]. The catalyst class is: 1.